The task is: Binary Classification. Given a miRNA mature sequence and a target amino acid sequence, predict their likelihood of interaction.. This data is from Experimentally validated miRNA-target interactions with 360,000+ pairs, plus equal number of negative samples. (1) The miRNA is hsa-miR-6131 with sequence GGCUGGUCAGAUGGGAGUG. The protein sequence of the target gene is MEDGLLEIMTKDGGDMPAPLEVSTVPAVGDVISGEYNGGMKELMEHLKAQLQALFEDVRAMRGALDEQASHIQVLSDDVCANQRAIVSMCQIMTTAPRQGGLGVVGGKGSFQSDPQEPETPSPGIGDSGLLGRDPEDEEEEEEEKEMPSPATPSSHCERPESPCAGLLGGDGPLVEPLDMPDITLLQLEGEASL. Result: 0 (no interaction). (2) The miRNA is hsa-miR-548t-5p with sequence CAAAAGUGAUCGUGGUUUUUG. The protein sequence of the target gene is MASCDEIKEHPRSLSMCGHVGFESLPDQLVDRSIEQGFCFNILCVGETGIGKSTLINTLFNTNFEELESSHFCPCVRLRAQTYELQESNVRLKLTIVNTVGFGDQINKEDSYQPIVDYIDDQFEAYLQEEVKIKRALFNYHDSRIHVCLYFIAPTGHSLRTLDLLTMKSLDNKVNIIPLIAKADTISKSELQKFKMKLMNELVINGVQIYQFPTDDDTTSKINGAMNGHLPFAVVGSMDEIKVGNKMVKGRQYPWGIVQVENENHCDFVKLREMLICTNMEDLREQTHMRHYELYRRCKL.... Result: 0 (no interaction).